Dataset: Catalyst prediction with 721,799 reactions and 888 catalyst types from USPTO. Task: Predict which catalyst facilitates the given reaction. (1) Reactant: O[CH:2]1[CH2:7][CH2:6][N:5]([C:8]([O:10][C:11]2[CH:12]=[N:13][CH:14]=[CH:15][CH:16]=2)=[O:9])[CH2:4][CH2:3]1.[C:17]1([C:23]2[NH:27][N:26]=[N:25][N:24]=2)[CH:22]=[CH:21][CH:20]=[CH:19][CH:18]=1.C1(P(C2C=CC=CC=2)C2C=CC=CC=2)C=CC=CC=1.N(C(OCC)=O)=NC(OCC)=O. Product: [C:17]1([C:23]2[N:24]=[N:25][N:26]([CH:2]3[CH2:7][CH2:6][N:5]([C:8]([O:10][C:11]4[CH:12]=[N:13][CH:14]=[CH:15][CH:16]=4)=[O:9])[CH2:4][CH2:3]3)[N:27]=2)[CH:18]=[CH:19][CH:20]=[CH:21][CH:22]=1. The catalyst class is: 247. (2) Reactant: [Br:1][C:2]1[C:3]([N:21]=[CH:22][NH:23]O)=[N:4][C:5]([N:8]2[CH2:13][CH2:12][N:11](C(OC(C)(C)C)=O)[CH2:10][CH2:9]2)=[N:6][CH:7]=1. Product: [Br:1][C:2]1[C:3]2[N:4]([N:23]=[CH:22][N:21]=2)[C:5]([N:8]2[CH2:13][CH2:12][NH:11][CH2:10][CH2:9]2)=[N:6][CH:7]=1. The catalyst class is: 500. (3) Product: [F:6][C:7]1[CH:8]=[CH:9][C:10]([C@@H:13]2[N:18]3[C:19](=[O:24])[CH:20]([I:33])[CH2:21][CH2:22][CH2:23][C@@H:17]3[CH2:16][CH2:15][CH2:14]2)=[CH:11][CH:12]=1. Reactant: I[Si](C)(C)C.[F:6][C:7]1[CH:12]=[CH:11][C:10]([C@@H:13]2[N:18]3[C:19](=[O:24])[CH2:20][CH2:21][CH2:22][CH2:23][C@@H:17]3[CH2:16][CH2:15][CH2:14]2)=[CH:9][CH:8]=1.CN(C)CCN(C)C.[I:33]I.S([O-])([O-])(=O)=S.[Na+].[Na+]. The catalyst class is: 124. (4) Reactant: C(O[CH:4](OCC)[CH2:5][S:6][C:7]1[CH:12]=[CH:11][CH:10]=[CH:9][C:8]=1[O:13][CH3:14])C. Product: [CH3:14][O:13][C:8]1[C:7]2[S:6][CH:5]=[CH:4][C:12]=2[CH:11]=[CH:10][CH:9]=1. The catalyst class is: 159. (5) Reactant: Br[CH2:2][C@H:3]([C:5]1[CH:6]=[C:7]([CH:13]=[CH:14][CH:15]=1)[C:8]([O:10][CH2:11][CH3:12])=[O:9])[OH:4].C(=O)([O-])[O-].[K+].[K+]. Product: [O:4]1[CH2:2][C@@H:3]1[C:5]1[CH:6]=[C:7]([CH:13]=[CH:14][CH:15]=1)[C:8]([O:10][CH2:11][CH3:12])=[O:9]. The catalyst class is: 8. (6) Reactant: Br[C:2]1[CH:22]=[CH:21][CH:20]=[CH:19][C:3]=1[O:4][C:5]1[C:6]2[C:11]([N:12]=[C:13]3[C:18]=1[CH:17]=[CH:16][CH:15]=[CH:14]3)=[CH:10][CH:9]=[CH:8][CH:7]=2.N(C(C)(C)C#N)=NC(C)(C)C#N.C([SnH](CCCC)CCCC)CCC. Product: [CH:19]1[C:3]2[O:4][C:5]3[C:6]4[C:11]([N:12]=[C:13]5[C:18]=3[CH:17]=[CH:16][CH:15]=[CH:14]5)=[CH:10][CH:9]=[CH:8][C:7]=4[C:2]=2[CH:22]=[CH:21][CH:20]=1. The catalyst class is: 11. (7) Reactant: [Cl:1][C:2]1[CH:7]=[CH:6][C:5]([C:8]([N:13]2[C:21]3[C:16](=[C:17]([N:22]([CH2:27][O:28][CH2:29][CH2:30][Si:31]([CH3:34])([CH3:33])[CH3:32])[S:23]([CH3:26])(=[O:25])=[O:24])[CH:18]=[CH:19][CH:20]=3)[CH:15]=[CH:14]2)([CH2:11][CH3:12])[C:9]#[CH:10])=[CH:4][CH:3]=1.[Li]CCCC.[C:40](Cl)(=[O:43])[O:41][CH3:42]. Product: [Cl:1][C:2]1[CH:7]=[CH:6][C:5]([C:8]([N:13]2[C:21]3[C:16](=[C:17]([N:22]([CH2:27][O:28][CH2:29][CH2:30][Si:31]([CH3:34])([CH3:33])[CH3:32])[S:23]([CH3:26])(=[O:25])=[O:24])[CH:18]=[CH:19][CH:20]=3)[CH:15]=[CH:14]2)([CH2:11][CH3:12])[C:9]#[C:10][C:40]([O:41][CH3:42])=[O:43])=[CH:4][CH:3]=1. The catalyst class is: 1. (8) Reactant: [NH2:1][C:2]1[CH:10]=[CH:9][C:5]([C:6]([OH:8])=O)=[CH:4][C:3]=1[N+:11]([O-:13])=[O:12].C1C=CC2N(O)N=NC=2C=1.CCN=C=NCCCN(C)C.[CH3:35][C:36]1[CH:37]=[C:38]([NH2:43])[CH:39]=[CH:40][C:41]=1[CH3:42].CCN(C(C)C)C(C)C. Product: [NH2:1][C:2]1[CH:10]=[CH:9][C:5]([C:6]([NH:43][C:38]2[CH:39]=[CH:40][C:41]([CH3:42])=[C:36]([CH3:35])[CH:37]=2)=[O:8])=[CH:4][C:3]=1[N+:11]([O-:13])=[O:12]. The catalyst class is: 173.